The task is: Predict the reactants needed to synthesize the given product.. This data is from Full USPTO retrosynthesis dataset with 1.9M reactions from patents (1976-2016). (1) Given the product [CH3:15][C:14]1[O:16][C:2]2[CH2:3][CH:4]([C:9]([O:11][CH2:12][CH3:13])=[O:10])[CH2:5][CH2:6][C:7]=2[N:17]=1, predict the reactants needed to synthesize it. The reactants are: Br[CH:2]1[C:7](=O)[CH2:6][CH2:5][CH:4]([C:9]([O:11][CH2:12][CH3:13])=[O:10])[CH2:3]1.[C:14]([NH2:17])(=[O:16])[CH3:15].O. (2) The reactants are: O[C:2]([C:5]1[N:6]=[C:7]([CH2:39][CH2:40][CH3:41])[N:8]([CH2:21][C:22]2[CH:27]=[CH:26][C:25]([C:28]3[CH:33]=[CH:32][CH:31]=[CH:30][C:29]=3[C:34]3[NH:38][N:37]=[N:36][N:35]=3)=[CH:24][CH:23]=2)[C:9]=1[C:10]([O:12][CH2:13][C:14]1[O:15][C:16](=[O:20])[O:17][C:18]=1[CH3:19])=[O:11])([CH3:4])[CH3:3].CN(C)C(=O)C.S(=O)(=O)(O)O.[OH-].[Na+]. Given the product [C:2]([C:5]1[N:6]=[C:7]([CH2:39][CH2:40][CH3:41])[N:8]([CH2:21][C:22]2[CH:27]=[CH:26][C:25]([C:28]3[CH:33]=[CH:32][CH:31]=[CH:30][C:29]=3[C:34]3[NH:38][N:37]=[N:36][N:35]=3)=[CH:24][CH:23]=2)[C:9]=1[C:10]([O:12][CH2:13][C:14]1[O:15][C:16](=[O:20])[O:17][C:18]=1[CH3:19])=[O:11])([CH3:4])=[CH2:3], predict the reactants needed to synthesize it. (3) The reactants are: [NH2:1][CH2:2][CH2:3][NH:4][C:5]([CH:7]1[CH2:12][CH2:11][N:10]([C:13]2[C:18]([Cl:19])=[CH:17][N:16]=[CH:15][C:14]=2[Cl:20])[CH2:9][CH2:8]1)=[O:6].[C:21](O)(=[O:28])[C:22]1[CH:27]=[CH:26][CH:25]=[CH:24][CH:23]=1.CN(C(ON1N=NC2C=CC=NC1=2)=[N+](C)C)C.F[P-](F)(F)(F)(F)F.CCN(C(C)C)C(C)C.C(=O)([O-])O.[Na+]. Given the product [C:21]([NH:1][CH2:2][CH2:3][NH:4][C:5]([CH:7]1[CH2:8][CH2:9][N:10]([C:13]2[C:14]([Cl:20])=[CH:15][N:16]=[CH:17][C:18]=2[Cl:19])[CH2:11][CH2:12]1)=[O:6])(=[O:28])[C:22]1[CH:27]=[CH:26][CH:25]=[CH:24][CH:23]=1, predict the reactants needed to synthesize it. (4) Given the product [CH3:1][NH:2][CH2:7][CH2:6][CH2:5][C:4]([F:3])([F:35])[C:19]([F:33])([F:34])[C:20]([F:31])([F:32])[C:21]([F:29])([F:30])[C:22]([F:27])([F:28])[C:23]([F:26])([F:25])[F:24], predict the reactants needed to synthesize it. The reactants are: [CH3:1][NH2:2].[F:3][C:4]([F:35])([C:19]([F:34])([F:33])[C:20]([F:32])([F:31])[C:21]([F:30])([F:29])[C:22]([F:28])([F:27])[C:23]([F:26])([F:25])[F:24])[CH2:5][CH2:6][CH2:7]C1C=C(C)C=CC=1S([O-])(=O)=O. (5) The reactants are: [CH3:1][O:2][C:3]1[C:4]2[C:15]([C:16]3[CH:21]=[CH:20][CH:19]=[CH:18][CH:17]=3)=[C:14]([C:22]3[CH:27]=[CH:26][C:25]([C:28]4([NH:32][C:33](=[O:39])[O:34][C:35]([CH3:38])([CH3:37])[CH3:36])[CH2:31][CH2:30][CH2:29]4)=[CH:24][CH:23]=3)[O:13][C:5]=2[N:6]=[C:7](S(C)(=O)=O)[N:8]=1.[CH3:40][Mg]I. Given the product [CH3:1][O:2][C:3]1[C:4]2[C:15]([C:16]3[CH:21]=[CH:20][CH:19]=[CH:18][CH:17]=3)=[C:14]([C:22]3[CH:27]=[CH:26][C:25]([C:28]4([NH:32][C:33](=[O:39])[O:34][C:35]([CH3:38])([CH3:37])[CH3:36])[CH2:31][CH2:30][CH2:29]4)=[CH:24][CH:23]=3)[O:13][C:5]=2[N:6]=[C:7]([CH3:40])[N:8]=1, predict the reactants needed to synthesize it. (6) Given the product [Br:1][C:2]1[CH:7]=[CH:6][C:5]([CH:8]([NH:10][C:23](=[O:24])[O:22][C:19]([CH3:21])([CH3:20])[CH3:18])[CH3:9])=[CH:4][CH:3]=1, predict the reactants needed to synthesize it. The reactants are: [Br:1][C:2]1[CH:7]=[CH:6][C:5]([CH:8]([NH2:10])[CH3:9])=[CH:4][CH:3]=1.CCN(CC)CC.[CH3:18][C:19]([O:22][C:23](O[C:23]([O:22][C:19]([CH3:21])([CH3:20])[CH3:18])=[O:24])=[O:24])([CH3:21])[CH3:20].